Dataset: Full USPTO retrosynthesis dataset with 1.9M reactions from patents (1976-2016). Task: Predict the reactants needed to synthesize the given product. (1) Given the product [Cl:1][C:2]1[C:3]([CH2:10][NH:11][CH2:12][C:13]2[CH:14]=[CH:15][C:16]([O:19][C:27]3[CH:28]=[CH:29][C:30]4[N:31]([C:33]([N+:36]([O-:38])=[O:37])=[CH:34][N:35]=4)[N:32]=3)=[CH:17][N:18]=2)=[N:4][C:5]([CH3:9])=[N:6][C:7]=1[CH3:8], predict the reactants needed to synthesize it. The reactants are: [Cl:1][C:2]1[C:3]([CH2:10][NH:11][CH2:12][C:13]2[N:18]=[CH:17][C:16]([OH:19])=[CH:15][CH:14]=2)=[N:4][C:5]([CH3:9])=[N:6][C:7]=1[CH3:8].C(=O)([O-])[O-].[K+].[K+].Cl[C:27]1[CH:28]=[CH:29][C:30]2[N:31]([C:33]([N+:36]([O-:38])=[O:37])=[CH:34][N:35]=2)[N:32]=1.O. (2) Given the product [Br:5][C:6]1[CH:12]=[CH:11][C:9]([Cl:18])=[C:8]([O:13][C:14]([F:17])([F:16])[F:15])[CH:7]=1, predict the reactants needed to synthesize it. The reactants are: N([O-])=O.[Na+].[Br:5][C:6]1[CH:12]=[CH:11][C:9](N)=[C:8]([O:13][C:14]([F:17])([F:16])[F:15])[CH:7]=1.[ClH:18]. (3) Given the product [N:19]1([C:2]2[CH:3]=[C:4]3[CH:10]=[CH:9][N:8]([CH2:11][O:12][CH2:13][CH2:14][Si:15]([CH3:18])([CH3:17])[CH3:16])[C:5]3=[N:6][CH:7]=2)[CH2:24][CH2:23][O:22][CH2:21][CH2:20]1, predict the reactants needed to synthesize it. The reactants are: Br[C:2]1[CH:3]=[C:4]2[CH:10]=[CH:9][N:8]([CH2:11][O:12][CH2:13][CH2:14][Si:15]([CH3:18])([CH3:17])[CH3:16])[C:5]2=[N:6][CH:7]=1.[NH:19]1[CH2:24][CH2:23][O:22][CH2:21][CH2:20]1.CC1(C)C2C(=C(P(C3C=CC=CC=3)C3C=CC=CC=3)C=CC=2)OC2C(P(C3C=CC=CC=3)C3C=CC=CC=3)=CC=CC1=2.C(O[Na])(C)(C)C. (4) The reactants are: C(O)(=O)C.I[C:6]1[C:14]2[C:9](=[N:10][CH:11]=[N:12][C:13]=2[NH2:15])[N:8]([C@H:16]2[CH2:21][CH2:20][CH2:19][N:18]([CH2:22][CH2:23][O:24][CH3:25])[CH2:17]2)[N:7]=1.[CH3:26][C:27]1[CH:28]=[C:29]([CH3:52])[C:30]2[O:34][C:33]([NH:35][C:36]3[CH:41]=[CH:40][C:39](B4OC(C)(C)C(C)(C)O4)=[CH:38][CH:37]=3)=[N:32][C:31]=2[CH:51]=1.C(=O)([O-])[O-].[Na+].[Na+]. Given the product [NH2:15][C:13]1[N:12]=[CH:11][N:10]=[C:9]2[N:8]([C@H:16]3[CH2:21][CH2:20][CH2:19][N:18]([CH2:22][CH2:23][O:24][CH3:25])[CH2:17]3)[N:7]=[C:6]([C:39]3[CH:38]=[CH:37][C:36]([NH:35][C:33]4[O:34][C:30]5[C:29]([CH3:52])=[CH:28][C:27]([CH3:26])=[CH:51][C:31]=5[N:32]=4)=[CH:41][CH:40]=3)[C:14]=12, predict the reactants needed to synthesize it. (5) Given the product [CH3:12][O:11][C:7]1[CH:8]=[CH:9][CH:10]=[C:3]([O:2][CH3:1])[C:4]=1[C@@H:5]1[NH:18][C:13](=[O:17])[CH:14]([CH3:16])[O:6]1, predict the reactants needed to synthesize it. The reactants are: [CH3:1][O:2][C:3]1[CH:10]=[CH:9][CH:8]=[C:7]([O:11][CH3:12])[C:4]=1[CH:5]=[O:6].[C:13]([NH2:18])(=[O:17])[C@@H:14]([CH3:16])O. (6) Given the product [C:31]([O:30][C:29]([NH:28][C:8]([CH3:27])([CH2:1][C:2]1[CH:7]=[CH:6][CH:5]=[CH:4][CH:3]=1)[CH2:9][O:10][CH2:11][C:12]1[CH:17]=[C:16]([N:18]([S:22]([CH3:25])(=[O:24])=[O:23])[CH2:19][CH2:20][CH3:21])[N:15]=[C:14]([C:36]([O:37][CH2:8][CH2:1][CH2:2][CH3:3])=[O:39])[CH:13]=1)=[O:35])([CH3:34])([CH3:33])[CH3:32], predict the reactants needed to synthesize it. The reactants are: [CH2:1]([C:8]([NH:28][C:29](=[O:35])[O:30][C:31]([CH3:34])([CH3:33])[CH3:32])([CH3:27])[CH2:9][O:10][CH2:11][C:12]1[CH:17]=[C:16]([N:18]([S:22]([CH3:25])(=[O:24])=[O:23])[CH2:19][CH2:20][CH3:21])[N:15]=[C:14](Cl)[CH:13]=1)[C:2]1[CH:7]=[CH:6][CH:5]=[CH:4][CH:3]=1.[C:36](=[O:39])([O-])[O-:37].[Na+].[Na+].